This data is from Catalyst prediction with 721,799 reactions and 888 catalyst types from USPTO. The task is: Predict which catalyst facilitates the given reaction. (1) Reactant: [F:1][C:2]1[CH:7]=[CH:6][C:5]([CH:8]([C:13]2[CH:18]=[CH:17][C:16]([F:19])=[CH:15][CH:14]=2)[C:9]([NH:11][CH3:12])=O)=[CH:4][CH:3]=1.B(F)(F)F.CCOCC. Product: [F:1][C:2]1[CH:7]=[CH:6][C:5]([CH:8]([C:13]2[CH:14]=[CH:15][C:16]([F:19])=[CH:17][CH:18]=2)[CH2:9][NH:11][CH3:12])=[CH:4][CH:3]=1. The catalyst class is: 7. (2) Reactant: [CH:1]1[C:6]2[CH2:7][CH2:8][C:9](=O)[CH2:10][CH2:11][C:5]=2[CH:4]=[CH:3][CH:2]=1.Cl.[NH2:14][OH:15].C(=O)([O-])[O-].[Na+].[Na+]. Product: [OH:15][NH:14][CH:9]1[CH2:8][CH2:7][C:6]2[CH:1]=[CH:2][CH:3]=[CH:4][C:5]=2[CH2:11][CH2:10]1. The catalyst class is: 6. (3) Reactant: [CH3:1][C:2]1[C:11]2[C:6](=[CH:7][C:8]([C:12]#[N:13])=[CH:9][CH:10]=2)[O:5][C:4](=[O:14])[CH:3]=1.[Li+].C[Si]([N-][Si](C)(C)C)(C)C.[Cl:25][C:26]1[CH:34]=[CH:33][C:29]([C:30](Cl)=[O:31])=[CH:28][CH:27]=1. Product: [Cl:25][C:26]1[CH:34]=[CH:33][C:29]([C:30]([C:3]2[C:4](=[O:14])[O:5][C:6]3[C:11]([C:2]=2[CH3:1])=[CH:10][CH:9]=[C:8]([C:12]#[N:13])[CH:7]=3)=[O:31])=[CH:28][CH:27]=1. The catalyst class is: 1. (4) Reactant: F[C:2]1[CH:3]=[C:4]([C:12]2[S:16][C:15]([NH:17][C:18](=[O:20])[CH3:19])=[N:14][C:13]=2[CH3:21])[CH:5]=[CH:6][C:7]=1[S:8]([CH3:11])(=[O:10])=[O:9].[NH:22]1[CH:26]=[CH:25][N:24]=[CH:23]1.C(=O)([O-])[O-].[Cs+].[Cs+]. Product: [N:22]1([C:2]2[CH:3]=[C:4]([C:12]3[S:16][C:15]([NH:17][C:18](=[O:20])[CH3:19])=[N:14][C:13]=3[CH3:21])[CH:5]=[CH:6][C:7]=2[S:8]([CH3:11])(=[O:10])=[O:9])[CH:26]=[CH:25][N:24]=[CH:23]1. The catalyst class is: 37. (5) Reactant: [CH3:1][O:2][C:3]1[CH:8]=[C:7]([CH3:9])[C:6]([S:10]([N:13]([CH2:15][C:16]2[O:20][CH:19]=[C:18]([C:21]([OH:23])=O)[CH:17]=2)[CH3:14])(=[O:12])=[O:11])=[C:5]([CH3:24])[CH:4]=1.C1N=CN(C(N2C=NC=C2)=O)C=1.[CH3:37][NH:38][CH2:39][C:40]1[CH:45]=[CH:44][C:43]([CH2:46][N:47]2[CH2:51][CH2:50][CH2:49][CH2:48]2)=[CH:42][CH:41]=1.CCN(C(C)C)C(C)C. The catalyst class is: 26. Product: [CH3:1][O:2][C:3]1[CH:8]=[C:7]([CH3:9])[C:6]([S:10]([N:13]([CH2:15][C:16]2[O:20][CH:19]=[C:18]([C:21]([N:38]([CH3:37])[CH2:39][C:40]3[CH:41]=[CH:42][C:43]([CH2:46][N:47]4[CH2:51][CH2:50][CH2:49][CH2:48]4)=[CH:44][CH:45]=3)=[O:23])[CH:17]=2)[CH3:14])(=[O:12])=[O:11])=[C:5]([CH3:24])[CH:4]=1. (6) Reactant: [NH2:1][C:2]1[CH:7]=[C:6]([OH:8])[CH:5]=[CH:4][N:3]=1.C1CCN2C(=NCCC2)CC1.F[C:21]1[C:30]2[C:25](=[CH:26][CH:27]=[CH:28][CH:29]=2)[C:24]([N+:31]([O-:33])=[O:32])=[CH:23][CH:22]=1. Product: [N+:31]([C:24]1[C:25]2[C:30](=[CH:29][CH:28]=[CH:27][CH:26]=2)[C:21]([O:8][C:6]2[CH:5]=[CH:4][N:3]=[C:2]([NH2:1])[CH:7]=2)=[CH:22][CH:23]=1)([O-:33])=[O:32]. The catalyst class is: 10.